This data is from Forward reaction prediction with 1.9M reactions from USPTO patents (1976-2016). The task is: Predict the product of the given reaction. (1) Given the reactants [CH2:1]([C:3]1[C:11]([CH3:12])=[C:10]([OH:13])[CH:9]=[CH:8][C:4]=1[C:5]([OH:7])=[O:6])[CH3:2].[CH2:14](Br)[C:15]1[CH:20]=[CH:19][CH:18]=[CH:17][CH:16]=1.C([O-])([O-])=O.[K+].[K+], predict the reaction product. The product is: [CH2:14]([O:13][C:10]1[CH:9]=[CH:8][C:4]([C:5]([OH:7])=[O:6])=[C:3]([CH2:1][CH3:2])[C:11]=1[CH3:12])[C:15]1[CH:20]=[CH:19][CH:18]=[CH:17][CH:16]=1. (2) Given the reactants [Cl:1][C:2]1[CH:3]=[C:4]([I:10])[C:5]([NH:8][NH2:9])=[N:6][CH:7]=1.[OH:11][C:12]1[CH:19]=[C:18]([OH:20])[C:17]([OH:21])=[CH:16][C:13]=1[CH:14]=O, predict the reaction product. The product is: [Cl:1][C:2]1[CH:3]=[C:4]([I:10])[C:5]([NH:8][N:9]=[CH:14][C:13]2[CH:16]=[C:17]([OH:21])[C:18]([OH:20])=[CH:19][C:12]=2[OH:11])=[N:6][CH:7]=1. (3) Given the reactants [Cl:1][C:2]1[CH:7]=[C:6]([Cl:8])[CH:5]=[CH:4][C:3]=1[C:9]1[C:27](=[O:28])[N:26]([CH3:29])[C:12]2[N:13]([CH3:25])[C:14]3[C:19]([C:11]=2[CH:10]=1)=[CH:18][C:17]([C:20]1[N:21]=[N:22][NH:23][CH:24]=1)=[CH:16][CH:15]=3.[H-].[Na+].C1OCCOC2C(=CC=CC=2)OCCOCCOC2[C:35](=CC=CC=2)[O:34][CH2:33]1.COCBr, predict the reaction product. The product is: [Cl:1][C:2]1[CH:7]=[C:6]([Cl:8])[CH:5]=[CH:4][C:3]=1[C:9]1[C:27](=[O:28])[N:26]([CH3:29])[C:12]2[N:13]([CH3:25])[C:14]3[C:19]([C:11]=2[CH:10]=1)=[CH:18][C:17]([C:20]1[N:21]=[N:22][N:23]([CH2:33][O:34][CH3:35])[CH:24]=1)=[CH:16][CH:15]=3. (4) The product is: [CH:30]([OH:32])=[O:31].[Cl:1][C:2]1[C:10]2[C:5](=[CH:6][C:7]([S:11]([NH:14][C@H:15]3[CH2:19][CH2:18][N:17]([C:20]4[CH:29]=[C:28]5[C:23]([CH2:24][CH2:25][NH:26][CH2:27]5)=[CH:22][CH:21]=4)[C:16]3=[O:37])(=[O:13])=[O:12])=[CH:8][CH:9]=2)[NH:4][CH:3]=1. Given the reactants [Cl:1][C:2]1[C:10]2[C:5](=[CH:6][C:7]([S:11]([NH:14][C@H:15]3[CH2:19][CH2:18][N:17]([C:20]4[CH:29]=[C:28]5[C:23]([CH2:24][CH2:25][N:26]([C:30]([O:32]C(C)(C)C)=[O:31])[CH2:27]5)=[CH:22][CH:21]=4)[C:16]3=[O:37])(=[O:13])=[O:12])=[CH:8][CH:9]=2)[N:4]([Si](C(C)C)(C(C)C)C(C)C)[CH:3]=1, predict the reaction product. (5) The product is: [CH3:19][O:18][C:15]1[CH:16]=[CH:17][C:12]([CH2:11][N:6]2[CH2:7][C:8]([CH3:10])([CH3:9])[C:2]3[C:3](=[CH:20][C:21]([N+:24]([O-:26])=[O:25])=[CH:22][CH:23]=3)[C:4]2=[O:5])=[CH:13][CH:14]=1. Given the reactants Br[C:2]1[CH:23]=[CH:22][C:21]([N+:24]([O-:26])=[O:25])=[CH:20][C:3]=1[C:4]([N:6]([CH2:11][C:12]1[CH:17]=[CH:16][C:15]([O:18][CH3:19])=[CH:14][CH:13]=1)[CH2:7][C:8]([CH3:10])=[CH2:9])=[O:5].C(O[Na])=O.CC([O-])=O.[Na+], predict the reaction product. (6) Given the reactants [C:1]([C:3]1[C:4]([N:15]2[CH2:20][CH2:19][CH:18]([C:21]([OH:23])=O)[CH2:17][CH2:16]2)=[N:5][C:6]([CH3:14])=[C:7]([C:9]([O:11][CH2:12][CH3:13])=[O:10])[CH:8]=1)#[N:2].[Cl:24][C:25]1[CH:30]=[CH:29][C:28]([CH2:31][S:32]([NH2:35])(=[O:34])=[O:33])=[CH:27][CH:26]=1.CN(C(ON1N=NC2C=CC=NC1=2)=[N+](C)C)C.F[P-](F)(F)(F)(F)F.CCN(P1(N(C)CCCN1C)=NC(C)(C)C)CC, predict the reaction product. The product is: [CH2:12]([O:11][C:9](=[O:10])[C:7]1[CH:8]=[C:3]([C:1]#[N:2])[C:4]([N:15]2[CH2:20][CH2:19][CH:18]([C:21]([NH:35][S:32]([CH2:31][C:28]3[CH:29]=[CH:30][C:25]([Cl:24])=[CH:26][CH:27]=3)(=[O:34])=[O:33])=[O:23])[CH2:17][CH2:16]2)=[N:5][C:6]=1[CH3:14])[CH3:13]. (7) Given the reactants [CH3:1][C:2]([CH3:16])([CH3:15])[CH:3]=[C:4]([C:10]([O:12][CH2:13][CH3:14])=[O:11])[C:5]([O:7][CH2:8][CH3:9])=[O:6].[H][H], predict the reaction product. The product is: [CH3:15][C:2]([CH3:1])([CH3:16])[CH2:3][CH:4]([C:10]([O:12][CH2:13][CH3:14])=[O:11])[C:5]([O:7][CH2:8][CH3:9])=[O:6]. (8) Given the reactants Br[C:2]1[CH:3]=[C:4]([S:8]([NH:11][C:12]2[C:17]([O:18][CH3:19])=[CH:16][C:15]([Cl:20])=[CH:14][N:13]=2)(=[O:10])=[O:9])[CH:5]=[N:6][CH:7]=1.[C:21]1(B(O)O)[CH:26]=[CH:25][CH:24]=[CH:23][CH:22]=1.C([O-])([O-])=O.[Na+].[Na+], predict the reaction product. The product is: [Cl:20][C:15]1[CH:16]=[C:17]([O:18][CH3:19])[C:12]([NH:11][S:8]([C:4]2[CH:5]=[N:6][CH:7]=[C:2]([C:21]3[CH:26]=[CH:25][CH:24]=[CH:23][CH:22]=3)[CH:3]=2)(=[O:10])=[O:9])=[N:13][CH:14]=1.